Dataset: Reaction yield outcomes from USPTO patents with 853,638 reactions. Task: Predict the reaction yield, written as a fraction of the theoretical maximum amount of product (1.0 means a 100% yield; for example, 0.34 means a 34% yield). The reactants are [CH3:1][N:2]1[C:10]([C:11]([OH:13])=O)=[N:9][C:8]2[C:3]1=[N:4][CH:5]=[N:6][C:7]=2[N:14]1[CH2:19][CH2:18][CH:17]([N:20]2[C:24]3[CH:25]=[CH:26][CH:27]=[CH:28][C:23]=3[NH:22][C:21]2=[O:29])[CH2:16][CH2:15]1.CCN(C(C)C)C(C)C.Cl.[CH3:40][NH:41][O:42][CH3:43].CN(C(ON1N=NC2C=CC=NC1=2)=[N+](C)C)C.F[P-](F)(F)(F)(F)F. The catalyst is CC(N(C)C)=O.ClCCl. The product is [CH3:43][O:42][N:41]([CH3:40])[C:11]([C:10]1[N:2]([CH3:1])[C:3]2[C:8]([N:9]=1)=[C:7]([N:14]1[CH2:15][CH2:16][CH:17]([N:20]3[C:24]4[CH:25]=[CH:26][CH:27]=[CH:28][C:23]=4[NH:22][C:21]3=[O:29])[CH2:18][CH2:19]1)[N:6]=[CH:5][N:4]=2)=[O:13]. The yield is 1.00.